This data is from Reaction yield outcomes from USPTO patents with 853,638 reactions. The task is: Predict the reaction yield, written as a fraction of the theoretical maximum amount of product (1.0 means a 100% yield; for example, 0.34 means a 34% yield). (1) The reactants are [CH:1]1([CH:4]([OH:6])[CH3:5])[CH2:3][CH2:2]1.[H-].[Na+].[CH2:9]([N:16]1[CH2:22][C:21]2[CH:23]=[CH:24][C:25](Cl)=[N:26][C:20]=2[O:19][CH2:18][CH2:17]1)[C:10]1[CH:15]=[CH:14][CH:13]=[CH:12][CH:11]=1.O. The catalyst is C1(C)C=CC=CC=1.C1C=CC(/C=C/C(/C=C/C2C=CC=CC=2)=O)=CC=1.C1C=CC(/C=C/C(/C=C/C2C=CC=CC=2)=O)=CC=1.C1C=CC(/C=C/C(/C=C/C2C=CC=CC=2)=O)=CC=1.[Pd].[Pd].C1C=CC(P(C2C(C3C(P(C4C=CC=CC=4)C4C=CC=CC=4)=CC=C4C=3C=CC=C4)=C3C(C=CC=C3)=CC=2)C2C=CC=CC=2)=CC=1. The product is [CH2:9]([N:16]1[CH2:22][C:21]2[CH:23]=[CH:24][C:25]([O:6][CH:4]([CH:1]3[CH2:3][CH2:2]3)[CH3:5])=[N:26][C:20]=2[O:19][CH2:18][CH2:17]1)[C:10]1[CH:11]=[CH:12][CH:13]=[CH:14][CH:15]=1. The yield is 0.740. (2) The reactants are [Br:1][C:2]1[C:15]2[C:16]3=[C:17]4[C:12](=[CH:13][CH:14]=2)[CH:11]=[CH:10][C:9](Br)=[C:8]4[CH:7]=[CH:6][C:5]3=[CH:4][CH:3]=1.[C:19]1(B(O)O)[C:28]2[C:23](=[CH:24][CH:25]=[CH:26][CH:27]=2)[CH:22]=[CH:21][CH:20]=1.C([O-])([O-])=O.[Na+].[Na+].CCO. The catalyst is [Pd].C1(P(C2C=CC=CC=2)C2C=CC=CC=2)C=CC=CC=1.C1(P(C2C=CC=CC=2)C2C=CC=CC=2)C=CC=CC=1.C1(P(C2C=CC=CC=2)C2C=CC=CC=2)C=CC=CC=1.C1(P(C2C=CC=CC=2)C2C=CC=CC=2)C=CC=CC=1.C1(C)C=CC=CC=1. The product is [Br:1][C:2]1[C:15]2[C:16]3=[C:17]4[C:12](=[CH:13][CH:14]=2)[CH:11]=[CH:10][C:9]([C:27]2[C:28]5[C:23](=[CH:22][CH:21]=[CH:20][CH:19]=5)[CH:24]=[CH:25][CH:26]=2)=[C:8]4[CH:7]=[CH:6][C:5]3=[CH:4][CH:3]=1. The yield is 0.455. (3) The yield is 0.866. The reactants are [Br:1][C:2]1[CH:3]=[C:4]([C:15]([O:17]C)=[O:16])[C:5](=[O:14])[N:6]([C:8]2[CH:13]=[CH:12][CH:11]=[CH:10][CH:9]=2)[CH:7]=1.[OH-].[Na+].Cl. The product is [Br:1][C:2]1[CH:3]=[C:4]([C:15]([OH:17])=[O:16])[C:5](=[O:14])[N:6]([C:8]2[CH:13]=[CH:12][CH:11]=[CH:10][CH:9]=2)[CH:7]=1. The catalyst is O1CCOCC1.O. (4) The reactants are [OH-].[K+].[F:3][C:4]1([F:15])[C:8]([F:9])=[C:7](F)[C:6]([F:12])([F:11])[C:5]1([F:14])[F:13].[CH3:16][CH:17]([OH:21])[CH2:18][CH:19]=[CH2:20].Cl. No catalyst specified. The product is [CH3:16][CH:17]([O:21][C:7]1[C:6]([F:11])([F:12])[C:5]([F:13])([F:14])[C:4]([F:3])([F:15])[C:8]=1[F:9])[CH2:18][CH:19]=[CH2:20]. The yield is 0.910. (5) The reactants are [Na].[CH:2]([CH:4]([CH2:7][C:8]#[N:9])[C:5]#[N:6])=O.[C:10]([NH2:14])([CH3:13])([CH3:12])[CH3:11].[OH-].[K+]. The catalyst is C(O)C.C(O)(=O)C. The product is [NH2:9][C:8]1[N:14]([C:10]([CH3:13])([CH3:12])[CH3:11])[CH:2]=[C:4]([C:5]#[N:6])[CH:7]=1. The yield is 0.630.